This data is from Full USPTO retrosynthesis dataset with 1.9M reactions from patents (1976-2016). The task is: Predict the reactants needed to synthesize the given product. Given the product [OH:3][CH2:4][CH:5]([CH2:6][OH:7])[CH2:8][CH2:9][N:10]1[CH:17]=[CH:16][C:14](=[O:15])[NH:13][C:11]1=[O:12], predict the reactants needed to synthesize it. The reactants are: CC1(C)[O:7][CH2:6][CH:5]([CH2:8][CH2:9][N:10]2[CH:17]=[CH:16][C:14](=[O:15])[NH:13][C:11]2=[O:12])[CH2:4][O:3]1.[OH-].[Na+].